From a dataset of Catalyst prediction with 721,799 reactions and 888 catalyst types from USPTO. Predict which catalyst facilitates the given reaction. (1) Reactant: FC(F)(F)C([O-])=O.[CH:8]1([NH:11][C:12]([C:14]2[CH:19]=[CH:18][C:17]([C:20]3[CH:21]=[N:22][N:23]4[C:28]([NH:29][CH2:30][CH2:31][CH2:32][N+:33]5(O)[CH2:38][CH2:37][O:36][CH2:35][CH2:34]5)=[N:27][C:26]([O:40][C:41]5[CH:46]=[CH:45][CH:44]=[CH:43][CH:42]=5)=[N:25][C:24]=34)=[CH:16][CH:15]=2)=[O:13])[CH2:10][CH2:9]1. Product: [CH:8]1([NH:11][C:12](=[O:13])[C:14]2[CH:19]=[CH:18][C:17]([C:20]3[CH:21]=[N:22][N:23]4[C:28]([NH:29][CH2:30][CH2:31][CH2:32][N:33]5[CH2:34][CH2:35][O:36][CH2:37][CH2:38]5)=[N:27][C:26]([O:40][C:41]5[CH:42]=[CH:43][CH:44]=[CH:45][CH:46]=5)=[N:25][C:24]=34)=[CH:16][CH:15]=2)[CH2:10][CH2:9]1. The catalyst class is: 2. (2) Reactant: [CH:1]1([C:4]2[CH:10]=[CH:9][CH:8]=[C:7]([CH3:11])[C:5]=2[O-:6])[CH2:3][CH2:2]1.[Na+].C(C(CCCC)CO)C.[OH:22][C:23]1[CH:28]=[C:27]([Cl:29])[N:26]=[N:25][C:24]=1Cl.C1(C2C=CC=C(C)C=2O)CC1. Product: [Cl:29][C:27]1[N:26]=[N:25][C:24]([O:6][C:5]2[C:7]([CH3:11])=[CH:8][CH:9]=[CH:10][C:4]=2[CH:1]2[CH2:3][CH2:2]2)=[C:23]([OH:22])[CH:28]=1. The catalyst class is: 93. (3) Reactant: [F:1][CH:2]([F:15])[C:3]1[N:7]2[CH:8]=[C:9]([NH2:14])[CH:10]=[C:11]([O:12][CH3:13])[C:6]2=[N:5][N:4]=1.C[Si]([N:20]=[N+:21]=[N-])(C)C.C(ON=O)(C)(C)C. Product: [N:14]([C:9]1[CH:10]=[C:11]([O:12][CH3:13])[C:6]2[N:7]([C:3]([CH:2]([F:1])[F:15])=[N:4][N:5]=2)[CH:8]=1)=[N+:20]=[N-:21]. The catalyst class is: 10. (4) Reactant: [N:1]1[CH:6]=[CH:5][CH:4]=[C:3](B(O)O)[CH:2]=1.Br[C:11]1[CH:16]=[CH:15][C:14]([C:17]([F:20])([F:19])[F:18])=[CH:13][C:12]=1[NH2:21].C(=O)([O-])[O-:23].[Na+].[Na+].C(O)C.[OH2:31]. Product: [N+:21]([C:12]1[CH:13]=[C:14]([C:17]([F:20])([F:19])[F:18])[CH:15]=[CH:16][C:11]=1[C:3]1[CH:2]=[N:1][CH:6]=[CH:5][CH:4]=1)([O-:23])=[O:31]. The catalyst class is: 206. (5) Reactant: Br[C:2]1[CH:7]=[CH:6][C:5]([O:8][CH2:9][O:10][CH3:11])=[C:4]([CH2:12][C:13]2[CH:18]=[CH:17][C:16]([F:19])=[CH:15][CH:14]=2)[CH:3]=1.[Li]CCCC.[CH3:25][C:26]1[CH:33]=[C:32]([O:34][Si:35]([CH:42]([CH3:44])[CH3:43])([CH:39]([CH3:41])[CH3:40])[CH:36]([CH3:38])[CH3:37])[CH:31]=[C:30]([CH3:45])[C:27]=1[CH:28]=[O:29]. Product: [CH3:45][C:30]1[CH:31]=[C:32]([O:34][Si:35]([CH:39]([CH3:41])[CH3:40])([CH:42]([CH3:43])[CH3:44])[CH:36]([CH3:37])[CH3:38])[CH:33]=[C:26]([CH3:25])[C:27]=1[CH:28]([C:2]1[CH:7]=[CH:6][C:5]([O:8][CH2:9][O:10][CH3:11])=[C:4]([CH2:12][C:13]2[CH:18]=[CH:17][C:16]([F:19])=[CH:15][CH:14]=2)[CH:3]=1)[OH:29]. The catalyst class is: 1. (6) Reactant: N.[CH2:2]([O:4][C:5]1[CH:6]=[C:7]([NH:11][C:12]2[O:16][C:15]([C:17]([NH:19][C:20]3[CH:25]=[CH:24][C:23]([C@H:26]4[CH2:31][CH2:30][C@H:29]([CH2:32][C:33]([OH:35])=O)[CH2:28][CH2:27]4)=[CH:22][CH:21]=3)=[O:18])=[N:14][N:13]=2)[CH:8]=[CH:9][CH:10]=1)[CH3:3].CC[N:38]=C=NCCCN(C)C.C1C=CC2N(O)N=NC=2C=1. Product: [NH2:38][C:33](=[O:35])[CH2:32][C@H:29]1[CH2:28][CH2:27][C@H:26]([C:23]2[CH:24]=[CH:25][C:20]([NH:19][C:17]([C:15]3[O:16][C:12]([NH:11][C:7]4[CH:8]=[CH:9][CH:10]=[C:5]([O:4][CH2:2][CH3:3])[CH:6]=4)=[N:13][N:14]=3)=[O:18])=[CH:21][CH:22]=2)[CH2:31][CH2:30]1. The catalyst class is: 136. (7) Reactant: [CH3:1][C:2]1[N:6]2[C:7]3[CH:13]=[C:12]([CH3:14])[N:11]([CH:15]([C:21]4[CH:26]=[CH:25][CH:24]=[CH:23][CH:22]=4)[C:16](OCC)=[O:17])[C:8]=3[CH:9]=[CH:10][C:5]2=[N:4][N:3]=1.C1COCC1.[Li+].[BH4-]. Product: [CH3:1][C:2]1[N:6]2[C:7]3[CH:13]=[C:12]([CH3:14])[N:11]([CH:15]([C:21]4[CH:26]=[CH:25][CH:24]=[CH:23][CH:22]=4)[CH2:16][OH:17])[C:8]=3[CH:9]=[CH:10][C:5]2=[N:4][N:3]=1. The catalyst class is: 5. (8) Reactant: [C:1]([O:5][C:6]([N:8]1[CH2:13][CH2:12][C:11]([NH:16][C:17]([O:19][CH2:20][C:21]2[CH:26]=[CH:25][CH:24]=[CH:23][CH:22]=2)=[O:18])([CH2:14]O)[CH2:10][CH2:9]1)=[O:7])([CH3:4])([CH3:3])[CH3:2].C(Cl)(Cl)(Cl)[Cl:28].C1(P(C2C=CC=CC=2)C2C=CC=CC=2)C=CC=CC=1. Product: [C:1]([O:5][C:6]([N:8]1[CH2:13][CH2:12][C:11]([NH:16][C:17]([O:19][CH2:20][C:21]2[CH:26]=[CH:25][CH:24]=[CH:23][CH:22]=2)=[O:18])([CH2:14][Cl:28])[CH2:10][CH2:9]1)=[O:7])([CH3:4])([CH3:3])[CH3:2]. The catalyst class is: 48.